Dataset: Forward reaction prediction with 1.9M reactions from USPTO patents (1976-2016). Task: Predict the product of the given reaction. (1) Given the reactants [CH3:1][O:2][C:3]1[CH:4]=[C:5]([C:11]2[N:16]=[C:15]([N:17]3[CH2:21][CH2:20][CH2:19][CH2:18]3)[N:14]=[C:13]([CH2:22][OH:23])[CH:12]=2)[CH:6]=[CH:7][C:8]=1[O:9][CH3:10].[CH3:24][N:25]([CH3:37])[C:26]1[C:35]2[C:30](=[CH:31][CH:32]=[CH:33][CH:34]=2)[N:29]=[C:28]([Cl:36])[N:27]=1.[H-].[Na+].CN(C)C=O, predict the reaction product. The product is: [ClH:36].[ClH:36].[CH3:1][O:2][C:3]1[CH:4]=[C:5]([C:11]2[N:16]=[C:15]([N:17]3[CH2:18][CH2:19][CH2:20][CH2:21]3)[N:14]=[C:13]([CH2:22][O:23][C:28]3[N:27]=[C:26]([N:25]([CH3:37])[CH3:24])[C:35]4[C:30](=[CH:31][CH:32]=[CH:33][CH:34]=4)[N:29]=3)[CH:12]=2)[CH:6]=[CH:7][C:8]=1[O:9][CH3:10]. (2) Given the reactants [CH2:1]1[CH2:5][C:4]2([CH2:12][C:10](=[O:11])[NH:9][C:7](=[O:8])[CH2:6]2)[CH2:3][CH2:2]1.C(=O)([O-])[O-].[K+].[K+].Cl[CH2:20][CH2:21][N:22]1[CH2:27][CH2:26][N:25]([C:28]2[CH:33]=[CH:32][CH:31]=[CH:30][C:29]=2[F:34])[CH2:24][CH2:23]1, predict the reaction product. The product is: [F:34][C:29]1[CH:30]=[CH:31][CH:32]=[CH:33][C:28]=1[N:25]1[CH2:24][CH2:23][N:22]([CH2:21][CH2:20][N:9]2[C:7](=[O:8])[CH2:6][C:4]3([CH2:5][CH2:1][CH2:2][CH2:3]3)[CH2:12][C:10]2=[O:11])[CH2:27][CH2:26]1. (3) Given the reactants Br[C:2]1[O:6][CH:5]=[C:4]([C:7]([NH:9][C@@H:10]([CH2:23][C:24]2[CH:29]=[CH:28][CH:27]=[CH:26][C:25]=2[C:30]([F:33])([F:32])[F:31])[CH2:11][N:12]2[C:20](=[O:21])[C:19]3[C:14](=[CH:15][CH:16]=[CH:17][CH:18]=3)[C:13]2=[O:22])=[O:8])[CH:3]=1.C([O-])([O-])=O.[K+].[K+].CC1(C)COB([C:47]2[N:51]([CH3:52])[N:50]=[CH:49][CH:48]=2)OC1, predict the reaction product. The product is: [O:22]=[C:13]1[C:14]2[C:19](=[CH:18][CH:17]=[CH:16][CH:15]=2)[C:20](=[O:21])[N:12]1[CH2:11][C@@H:10]([NH:9][C:7]([C:4]1[CH:3]=[C:2]([C:47]2[N:51]([CH3:52])[N:50]=[CH:49][CH:48]=2)[O:6][CH:5]=1)=[O:8])[CH2:23][C:24]1[CH:29]=[CH:28][CH:27]=[CH:26][C:25]=1[C:30]([F:33])([F:32])[F:31]. (4) Given the reactants Cl.[CH:2]1([CH2:5][O:6][C:7]2[CH:8]=[CH:9][C:10]3[C:14]([CH:15]=2)=[N:13][N:12]([C:16]2[CH:26]=[CH:25][C:19]([O:20][CH2:21][C@@H:22]([NH2:24])[CH3:23])=[CH:18][CH:17]=2)[CH:11]=3)[CH2:4][CH2:3]1.[CH3:27][N:28]([CH3:32])[C:29](Cl)=[O:30].C(N(CC)CC)C, predict the reaction product. The product is: [CH:2]1([CH2:5][O:6][C:7]2[CH:8]=[CH:9][C:10]3[C:14]([CH:15]=2)=[N:13][N:12]([C:16]2[CH:26]=[CH:25][C:19]([O:20][CH2:21][C@@H:22]([NH:24][C:29](=[O:30])[N:28]([CH3:32])[CH3:27])[CH3:23])=[CH:18][CH:17]=2)[CH:11]=3)[CH2:4][CH2:3]1. (5) Given the reactants [NH2:1][C:2]1([C:11]#[N:12])[CH2:7][CH2:6][C:5]([F:10])([CH2:8][OH:9])[CH2:4][CH2:3]1.C(Cl)Cl.[C:16](Cl)(=[O:25])[O:17][CH2:18][C:19]1[CH:24]=[CH:23][CH:22]=[CH:21][CH:20]=1, predict the reaction product. The product is: [C:11]([C:2]1([NH:1][C:16](=[O:25])[O:17][CH2:18][C:19]2[CH:24]=[CH:23][CH:22]=[CH:21][CH:20]=2)[CH2:3][CH2:4][C:5]([F:10])([CH2:8][OH:9])[CH2:6][CH2:7]1)#[N:12]. (6) Given the reactants O=[C:2]1[CH2:8][CH2:7][N:6]([C:9]([O:11][C:12]([CH3:15])([CH3:14])[CH3:13])=[O:10])[CH2:5][CH2:4][NH:3]1.F[B-](F)(F)F.[CH3:21][O+](C)C.[NH2:25][NH2:26], predict the reaction product. The product is: [C:12]([O:11][C:9]([N:6]1[CH2:7][CH2:8][C:2]2[N:3]([CH:21]=[N:25][N:26]=2)[CH2:4][CH2:5]1)=[O:10])([CH3:15])([CH3:14])[CH3:13].